Regression. Given a peptide amino acid sequence and an MHC pseudo amino acid sequence, predict their binding affinity value. This is MHC class II binding data. From a dataset of Peptide-MHC class II binding affinity with 134,281 pairs from IEDB. (1) The peptide sequence is YKFIPSLEAAVKQAY. The MHC is DRB1_1201 with pseudo-sequence DRB1_1201. The binding affinity (normalized) is 0.359. (2) The peptide sequence is IAPIMFSNKMARLGK. The MHC is DRB1_0404 with pseudo-sequence DRB1_0404. The binding affinity (normalized) is 0.520.